Dataset: Forward reaction prediction with 1.9M reactions from USPTO patents (1976-2016). Task: Predict the product of the given reaction. (1) Given the reactants CCN(C(C)C)C(C)C.[C:10](N1C=CN=C1)(N1C=CN=C1)=[O:11].Cl.[NH2:23][CH2:24][CH:25]1[CH2:30][CH2:29][CH:28]([C:31]([N:33]2[CH2:42][C:41]3[CH:40]=[N:39][N:38]([CH3:43])[C:37]=3[NH:36][C:35]3[CH:44]=[C:45]([CH3:48])[CH:46]=[CH:47][C:34]2=3)=[O:32])[CH2:27][CH2:26]1.Cl.Cl.[CH3:51][C:52]([CH3:62])([CH3:61])[CH2:53][CH2:54][N:55]1[CH2:60][CH2:59][NH:58][CH2:57][CH2:56]1, predict the reaction product. The product is: [CH3:43][N:38]1[C:37]2[NH:36][C:35]3[CH:44]=[C:45]([CH3:48])[CH:46]=[CH:47][C:34]=3[N:33]([C:31]([CH:28]3[CH2:29][CH2:30][CH:25]([CH2:24][NH:23][C:10]([N:58]4[CH2:57][CH2:56][N:55]([CH2:54][CH2:53][C:52]([CH3:62])([CH3:61])[CH3:51])[CH2:60][CH2:59]4)=[O:11])[CH2:26][CH2:27]3)=[O:32])[CH2:42][C:41]=2[CH:40]=[N:39]1. (2) Given the reactants [CH2:1]([NH2:8])[C:2]1[CH:7]=[CH:6][CH:5]=[CH:4][CH:3]=1.[C:9]([O:13][C:14]([N:16]1[CH2:21][CH2:20][CH:19]([CH2:22][C:23](O)=[O:24])[CH2:18][CH2:17]1)=[O:15])([CH3:12])([CH3:11])[CH3:10].CCN=C=NCCCN(C)C.CCOC(C)=O, predict the reaction product. The product is: [C:9]([O:13][C:14]([N:16]1[CH2:21][CH2:20][CH:19]([CH2:22][C:23](=[O:24])[NH:8][CH2:1][C:2]2[CH:7]=[CH:6][CH:5]=[CH:4][CH:3]=2)[CH2:18][CH2:17]1)=[O:15])([CH3:12])([CH3:11])[CH3:10].